The task is: Predict the product of the given reaction.. This data is from Forward reaction prediction with 1.9M reactions from USPTO patents (1976-2016). Given the reactants Br[C:2]1[CH:3]=[CH:4][C:5]2[O:9][CH2:8][CH2:7][C:6]=2[CH:10]=1.[CH3:11][C:12]1([CH3:33])[O:17][C:16](=[O:18])[C:15](=[C:19]2[CH2:24][CH2:23][N:22]([C:25]([O:27][C:28]([CH3:31])([CH3:30])[CH3:29])=[O:26])[CH2:21][CH2:20]2)[C:14](=[O:32])[O:13]1, predict the reaction product. The product is: [O:9]1[C:5]2[CH:4]=[CH:3][C:2]([C:19]3([CH:15]4[C:14](=[O:32])[O:13][C:12]([CH3:33])([CH3:11])[O:17][C:16]4=[O:18])[CH2:24][CH2:23][N:22]([C:25]([O:27][C:28]([CH3:31])([CH3:30])[CH3:29])=[O:26])[CH2:21][CH2:20]3)=[CH:10][C:6]=2[CH2:7][CH2:8]1.